Dataset: Forward reaction prediction with 1.9M reactions from USPTO patents (1976-2016). Task: Predict the product of the given reaction. (1) The product is: [F:1][C:2]([F:9])([C:11]1[N:12]=[N:13][C:14]([CH3:17])=[CH:15][CH:16]=1)[C:3]([O:5][CH2:6][CH3:7])=[O:4]. Given the reactants [F:1][C:2]([F:9])(I)[C:3]([O:5][CH2:6][CH3:7])=[O:4].Br[C:11]1[N:12]=[N:13][C:14]([CH3:17])=[CH:15][CH:16]=1.O.[NH4+].[Cl-], predict the reaction product. (2) Given the reactants [CH3:1][O:2][C:3]1[CH:4]=[C:5]2[C:9](=[CH:10][CH:11]=1)[NH:8][C:7]([C:12]([OH:14])=O)=[CH:6]2.[CH3:15][C@H:16]1[CH2:21][CH2:20][CH2:19][NH:18][CH2:17]1.Cl.C(N=C=NCCCN(C)C)C.O, predict the reaction product. The product is: [CH3:1][O:2][C:3]1[CH:4]=[C:5]2[C:9](=[CH:10][CH:11]=1)[NH:8][C:7]([C:12]([N:18]1[CH2:19][CH2:20][CH2:21][C@H:16]([CH3:15])[CH2:17]1)=[O:14])=[CH:6]2. (3) Given the reactants [C:1]([NH:5][C:6]1[N:15]([CH2:16][CH2:17][O:18][CH3:19])[C:14](=[O:20])[C:13]2[C:8](=[C:9]([I:21])[CH:10]=[CH:11][CH:12]=2)[N:7]=1)([CH3:4])([CH3:3])[CH3:2].IC1C=CC=C2C=1N=C(SC)N(C[CH2:36][O:37][CH2:38]COC)C2=O, predict the reaction product. The product is: [C:1]([NH:5][C:6]1[N:15]([CH2:16][CH2:17][O:18][CH2:19][CH2:36][O:37][CH3:38])[C:14](=[O:20])[C:13]2[C:8](=[C:9]([I:21])[CH:10]=[CH:11][CH:12]=2)[N:7]=1)([CH3:4])([CH3:2])[CH3:3]. (4) The product is: [CH2:1]([C@H:8]1[CH2:12][O:11][C:10](=[O:13])[N:9]1[C:14](=[O:19])[C@@H:15]([O:16][CH2:17][CH3:18])[C@@H:32]([C:31]1[CH:34]=[CH:35][C:28]([O:27][CH2:20][C:21]2[CH:26]=[CH:25][CH:24]=[CH:23][CH:22]=2)=[CH:29][C:30]=1[CH2:36][CH3:37])[OH:33])[C:2]1[CH:3]=[CH:4][CH:5]=[CH:6][CH:7]=1. Given the reactants [CH2:1]([C@H:8]1[CH2:12][O:11][C:10](=[O:13])[N:9]1[C:14](=[O:19])[CH2:15][O:16][CH2:17][CH3:18])[C:2]1[CH:7]=[CH:6][CH:5]=[CH:4][CH:3]=1.[CH2:20]([O:27][C:28]1[CH:35]=[CH:34][C:31]([CH:32]=[O:33])=[C:30]([CH2:36][CH3:37])[CH:29]=1)[C:21]1[CH:26]=[CH:25][CH:24]=[CH:23][CH:22]=1.[O-]S(C(F)(F)F)(=O)=O.C([B+]CCCC)CCC, predict the reaction product. (5) Given the reactants [OH:1][NH:2][C:3](=[NH:12])[C:4]1[CH:9]=[C:8]([CH3:10])[N:7]=[C:6]([CH3:11])[CH:5]=1.C(O[C:16](=O)[C:17]1C=C(C)N=C(CC(C)C)[CH:18]=1)C, predict the reaction product. The product is: [OH:1][NH:2][C:3](=[NH:12])[C:4]1[CH:5]=[C:6]([CH3:11])[N:7]=[C:8]([CH2:10][CH:17]([CH3:18])[CH3:16])[CH:9]=1. (6) The product is: [Cl:1][C:2]1[CH:7]=[C:6]([NH:8][C:55]2[CH:56]=[CH:57][C:52]([Cl:51])=[CH:53][C:54]=2[CH3:59])[CH:5]=[CH:4][C:3]=1[C:19]([C:21]1[CH:26]=[C:25]([N+:27]([O-:29])=[O:28])[CH:24]=[CH:23][C:22]=1[CH3:30])=[O:20]. Given the reactants [Cl:1][C:2]1[CH:7]=[C:6]([NH:8]C2C=CC(C(F)(F)F)=CC=2)[CH:5]=[CH:4][C:3]=1[C:19]([C:21]1[CH:26]=[C:25]([N+:27]([O-:29])=[O:28])[CH:24]=[CH:23][C:22]=1[CH3:30])=[O:20].BrC1C=CC(C(C2C=C([N+]([O-])=O)C=CC=2C)=O)=C(Cl)C=1.[Cl:51][C:52]1[CH:57]=[CH:56][C:55](N)=[C:54]([CH3:59])[CH:53]=1, predict the reaction product. (7) Given the reactants [F:1][C:2]1[C:7]([N+:8]([O-])=O)=[CH:6][CH:5]=[C:4]([F:11])[C:3]=1[C:12]1[N:17]=[C:16]([C:18]([O:20][CH3:21])=[O:19])[CH:15]=[CH:14][C:13]=1[F:22], predict the reaction product. The product is: [NH2:8][C:7]1[C:2]([F:1])=[C:3]([C:12]2[N:17]=[C:16]([C:18]([O:20][CH3:21])=[O:19])[CH:15]=[CH:14][C:13]=2[F:22])[C:4]([F:11])=[CH:5][CH:6]=1. (8) The product is: [O:11]=[C:4]1[NH:24][C:22]([NH:21][C:19]([NH:18][C:12]2[CH:17]=[CH:16][CH:15]=[CH:14][CH:13]=2)=[NH:20])=[N:23][C:6]([CH2:7][CH2:8][CH3:9])=[CH:5]1. Given the reactants C(O[C:4](=[O:11])[CH2:5][C:6](=O)[CH2:7][CH2:8][CH3:9])C.[C:12]1([NH:18][C:19]([NH:21][C:22]([NH2:24])=[NH:23])=[NH:20])[CH:17]=[CH:16][CH:15]=[CH:14][CH:13]=1, predict the reaction product. (9) Given the reactants [Br:1][C:2]1[CH:3]=[N:4][C:5]2[C:10]([CH:11]=1)=[CH:9][C:8]([OH:12])=[CH:7][CH:6]=2.[CH3:13][O:14][C:15](=[O:18])[CH2:16]Br.C(=O)([O-])[O-].[K+].[K+], predict the reaction product. The product is: [CH3:13][O:14][C:15](=[O:18])[CH2:16][O:12][C:8]1[CH:9]=[C:10]2[C:5](=[CH:6][CH:7]=1)[N:4]=[CH:3][C:2]([Br:1])=[CH:11]2. (10) Given the reactants Br[C:2]1[C:7]([F:8])=[C:6](Br)[C:5]([F:10])=[C:4]([C:11]2[CH:16]=[C:15]([N+:17]([O-])=O)[CH:14]=[CH:13][C:12]=2[F:20])[N:3]=1.C(N(CC)CC)C.C(O)C, predict the reaction product. The product is: [F:10][C:5]1[C:4]([C:11]2[CH:16]=[C:15]([NH2:17])[CH:14]=[CH:13][C:12]=2[F:20])=[N:3][CH:2]=[C:7]([F:8])[CH:6]=1.